Dataset: Reaction yield outcomes from USPTO patents with 853,638 reactions. Task: Predict the reaction yield, written as a fraction of the theoretical maximum amount of product (1.0 means a 100% yield; for example, 0.34 means a 34% yield). The reactants are [CH3:1][C:2]([C:6]1[CH:7]=[C:8]([C:18](=[O:21])[CH2:19]Br)[CH:9]=[C:10]([C:13]([CH3:17])([CH3:16])[CH2:14][CH3:15])[C:11]=1[OH:12])([CH3:5])[CH2:3][CH3:4].[I-:22].[Na+].CCCCCC. The catalyst is COCCOC. The product is [CH3:1][C:2]([C:6]1[CH:7]=[C:8]([C:18](=[O:21])[CH2:19][I:22])[CH:9]=[C:10]([C:13]([CH3:17])([CH3:16])[CH2:14][CH3:15])[C:11]=1[OH:12])([CH3:5])[CH2:3][CH3:4]. The yield is 0.530.